The task is: Predict which catalyst facilitates the given reaction.. This data is from Catalyst prediction with 721,799 reactions and 888 catalyst types from USPTO. (1) Reactant: Br[CH2:2][C:3]1[CH:11]=[C:10]2[C:6]([C:7]([CH2:21][N:22]([CH3:30])[C:23](=[O:29])[O:24][C:25]([CH3:28])([CH3:27])[CH3:26])=[CH:8][N:9]2[S:12]([C:15]2[CH:16]=[N:17][CH:18]=[CH:19][CH:20]=2)(=[O:14])=[O:13])=[CH:5][CH:4]=1.[Cl:31][C:32]1[CH:37]=[C:36]([CH3:38])[CH:35]=[CH:34][C:33]=1B(O)O.C(=O)([O-])[O-].[Na+].[Na+]. Product: [Cl:31][C:32]1[CH:37]=[C:36]([CH3:38])[CH:35]=[CH:34][C:33]=1[CH2:2][C:3]1[CH:11]=[C:10]2[C:6]([C:7]([CH2:21][N:22]([CH3:30])[C:23](=[O:29])[O:24][C:25]([CH3:28])([CH3:27])[CH3:26])=[CH:8][N:9]2[S:12]([C:15]2[CH:16]=[N:17][CH:18]=[CH:19][CH:20]=2)(=[O:14])=[O:13])=[CH:5][CH:4]=1. The catalyst class is: 216. (2) Product: [Cl:1][C:2]1[CH:3]=[C:4]([CH:40]=[CH:41][CH:42]=1)[CH2:5][NH:6][C:7]([C:9]1[CH:10]=[CH:11][C:12]([CH3:39])=[C:13]([NH:15][C:16]([C:18]2[C:19](=[O:38])[NH:20][C:21]3[C:26]([CH:27]=2)=[CH:25][C:24]([OH:28])=[C:23]([O:36][CH3:37])[CH:22]=3)=[O:17])[CH:14]=1)=[O:8]. The catalyst class is: 4. Reactant: [Cl:1][C:2]1[CH:3]=[C:4]([CH:40]=[CH:41][CH:42]=1)[CH2:5][NH:6][C:7]([C:9]1[CH:10]=[CH:11][C:12]([CH3:39])=[C:13]([NH:15][C:16]([C:18]2[C:19](=[O:38])[NH:20][C:21]3[C:26]([CH:27]=2)=[CH:25][C:24]([O:28]CC2C=CC=CC=2)=[C:23]([O:36][CH3:37])[CH:22]=3)=[O:17])[CH:14]=1)=[O:8].B(Cl)(Cl)Cl. (3) Reactant: [CH:1]([C:3]1[CH:4]=[C:5]([CH:16]=[CH:17][CH:18]=1)[O:6][C:7]1[N:14]=[C:13]([CH3:15])[CH:12]=[CH:11][C:8]=1[C:9]#[N:10])=O.CN.[C:21]([BH3-])#[N:22].[Na+].[C:25]([OH:32])(=[O:31])/[CH:26]=[CH:27]/[C:28]([OH:30])=[O:29]. Product: [C:25]([OH:32])(=[O:31])/[CH:26]=[CH:27]/[C:28]([OH:30])=[O:29].[CH3:15][C:13]1[CH:12]=[CH:11][C:8]([C:9]#[N:10])=[C:7]([O:6][C:5]2[CH:16]=[CH:17][CH:18]=[C:3]([CH2:1][NH:22][CH3:21])[CH:4]=2)[N:14]=1. The catalyst class is: 404. (4) Reactant: O=C1CCC(=O)[N:3]1[CH2:8][CH2:9][O:10][C:11]1[C:32]([O:33][CH3:34])=[CH:31][C:14]2[C:15]3[N:20]([CH:21]([CH2:23][CH3:24])[CH2:22][C:13]=2[CH:12]=1)[CH:19]=[C:18]([C:25]([O:27][CH2:28][CH3:29])=[O:26])[C:17](=[O:30])[CH:16]=3. Product: [NH2:3][CH2:8][CH2:9][O:10][C:11]1[C:32]([O:33][CH3:34])=[CH:31][C:14]2[C:15]3[N:20]([CH:21]([CH2:23][CH3:24])[CH2:22][C:13]=2[CH:12]=1)[CH:19]=[C:18]([C:25]([O:27][CH2:28][CH3:29])=[O:26])[C:17](=[O:30])[CH:16]=3. The catalyst class is: 14. (5) Reactant: [Cl:1][C:2]1[N:3]=[CH:4][CH:5]=[C:6]2[CH:10]=[CH:9][NH:8][C:7]=12.[H-].[Na+].N#N.I[CH2:16][CH3:17]. Product: [Cl:1][C:2]1[N:3]=[CH:4][CH:5]=[C:6]2[CH:10]=[CH:9][N:8]([CH2:16][CH3:17])[C:7]=12. The catalyst class is: 3.